From a dataset of Reaction yield outcomes from USPTO patents with 853,638 reactions. Predict the reaction yield, written as a fraction of the theoretical maximum amount of product (1.0 means a 100% yield; for example, 0.34 means a 34% yield). (1) The reactants are [F:1][C:2]([F:18])([F:17])[C:3]1[CH:4]=[C:5]([C:9]2([CH:15]=O)[CH2:14][CH2:13][CH2:12][CH2:11][CH2:10]2)[CH:6]=[CH:7][CH:8]=1.[CH3:19][NH:20][CH3:21]. No catalyst specified. The product is [CH3:19][N:20]([CH3:21])[CH2:15][C:9]1([C:5]2[CH:6]=[CH:7][CH:8]=[C:3]([C:2]([F:18])([F:17])[F:1])[CH:4]=2)[CH2:14][CH2:13][CH2:12][CH2:11][CH2:10]1. The yield is 0.520. (2) The reactants are Br[C:2]1[C:3]([O:18][C:19]2[CH:24]=[CH:23][C:22]([C:25]([O:27][C:28]([CH3:31])([CH3:30])[CH3:29])=[O:26])=[CH:21][C:20]=2[N+:32]([O-:34])=[O:33])=[C:4](Cl)[CH:5]=[C:6]2[C:11]=1[O:10][CH2:9][CH2:8][CH:7]2[C:12]([O:14][CH2:15][CH3:16])=[O:13].P([O-])([O-])([O-])=O.[K+].[K+].[K+].C1(P([CH:56]2[CH2:61][CH2:60]CCC2)C2CCCCC2)CCCCC1.[CH:62]1(B(O)O)[CH2:64][CH2:63]1. The catalyst is C([O-])(=O)C.[Pd+2].C([O-])(=O)C.O. The product is [C:28]([O:27][C:25]([C:22]1[CH:23]=[CH:24][C:19]([O:18][C:3]2[C:2]([CH:62]3[CH2:64][CH2:63]3)=[C:11]3[C:6]([CH:7]([C:12]([O:14][CH2:15][CH3:16])=[O:13])[CH2:8][CH2:9][O:10]3)=[CH:5][C:4]=2[CH:60]2[CH2:61][CH2:56]2)=[C:20]([N+:32]([O-:34])=[O:33])[CH:21]=1)=[O:26])([CH3:31])([CH3:30])[CH3:29]. The yield is 0.460. (3) The reactants are [C:1]([O:5][C:6](=[O:19])[CH2:7][C@@H:8]([CH2:17][OH:18])[CH2:9][C@H:10]([CH3:16])[CH2:11][CH2:12][CH2:13][CH2:14][CH3:15])([CH3:4])([CH3:3])[CH3:2].[S:20](Cl)([C:23]1[CH:29]=[CH:28][C:26]([CH3:27])=[CH:25][CH:24]=1)(=[O:22])=[O:21].C(N(CC)CC)C. The catalyst is C(Cl)Cl.CN(C1C=CN=CC=1)C. The product is [C:1]([O:5][C:6](=[O:19])[CH2:7][C@@H:8]([CH2:17][O:18][S:20]([C:23]1[CH:29]=[CH:28][C:26]([CH3:27])=[CH:25][CH:24]=1)(=[O:22])=[O:21])[CH2:9][C@H:10]([CH3:16])[CH2:11][CH2:12][CH2:13][CH2:14][CH3:15])([CH3:3])([CH3:2])[CH3:4]. The yield is 0.960. (4) The reactants are [H-].[Na+].CN(C=O)C.[OH:8][C:9]1[C:10]([CH3:15])=[N:11][CH:12]=[CH:13][CH:14]=1.[Cl:16][C:17]1[CH:22]=[C:21]([N+]([O-])=O)[CH:20]=[CH:19][N:18]=1. The catalyst is O. The product is [Cl:16][C:17]1[CH:22]=[C:21]([O:8][C:9]2[C:10]([CH3:15])=[N:11][CH:12]=[CH:13][CH:14]=2)[CH:20]=[CH:19][N:18]=1. The yield is 0.900. (5) The reactants are [C:1]([C:4]1[CH:9]=[N:8][N:7]2[CH:10]=[C:11]([C:13]([O:15][CH2:16][CH3:17])=[O:14])[CH:12]=[C:6]2[C:5]=1Cl)(=[O:3])[NH2:2].CC[N:21]([CH:25]([CH3:27])[CH3:26])C(C)C.[CH3:28][CH2:29]OC(C)=O.[CH3:34]N1C(=O)CCC1. No catalyst specified. The product is [C:1]([C:4]1[CH:9]=[N:8][N:7]2[CH:10]=[C:11]([C:13]([O:15][CH2:16][CH3:17])=[O:14])[CH:12]=[C:6]2[C:5]=1[NH:21][C@@H:25]([C:26]1([CH3:34])[CH2:29][CH2:28]1)[CH3:27])(=[O:3])[NH2:2]. The yield is 0.810. (6) The reactants are [CH2:1]([O:3][C:4]([C:6]1[NH:7][C:8]2[C:13]([C:14]=1Br)=[CH:12][C:11]([NH:16][S:17]([C:20]1[CH:25]=[CH:24][C:23]([C:26]([CH3:29])([CH3:28])[CH3:27])=[CH:22][CH:21]=1)(=[O:19])=[O:18])=[CH:10][CH:9]=2)=[O:5])[CH3:2].[CH3:30][O:31][C:32]1[CH:33]=[C:34](B(O)O)[CH:35]=[CH:36][CH:37]=1. The catalyst is CCCCCC.C(OCC)(=O)C. The product is [CH2:1]([O:3][C:4]([C:6]1[NH:7][C:8]2[C:13]([C:14]=1[C:36]1[CH:35]=[CH:34][CH:33]=[C:32]([O:31][CH3:30])[CH:37]=1)=[CH:12][C:11]([NH:16][S:17]([C:20]1[CH:25]=[CH:24][C:23]([C:26]([CH3:29])([CH3:28])[CH3:27])=[CH:22][CH:21]=1)(=[O:19])=[O:18])=[CH:10][CH:9]=2)=[O:5])[CH3:2]. The yield is 0.600. (7) The reactants are C([N-]C(C)C)(C)C.[Li+].[F:9][C:10]1[CH:15]=[CH:14][C:13]([CH2:16][C:17]([OH:19])=[O:18])=[CH:12][C:11]=1[C:20]([F:23])([F:22])[F:21].I[CH2:25][CH:26]1[CH2:30][CH2:29][CH2:28][CH2:27]1. The catalyst is O1CCCC1.CN1CCCN(C)C1=O.CN1CCCN(C)C1=O. The product is [CH:26]1([CH2:25][CH:16]([C:13]2[CH:14]=[CH:15][C:10]([F:9])=[C:11]([C:20]([F:21])([F:22])[F:23])[CH:12]=2)[C:17]([OH:19])=[O:18])[CH2:30][CH2:29][CH2:28][CH2:27]1. The yield is 0.843.